This data is from Full USPTO retrosynthesis dataset with 1.9M reactions from patents (1976-2016). The task is: Predict the reactants needed to synthesize the given product. (1) Given the product [CH3:22][C:19]1[S:18][C:17]([C:13]2[CH:14]=[C:15]3[C:10](=[CH:11][CH:12]=2)[CH2:9][NH:8][CH2:16]3)=[N:21][CH:20]=1, predict the reactants needed to synthesize it. The reactants are: C(OC([N:8]1[CH2:16][C:15]2[C:10](=[CH:11][CH:12]=[C:13]([C:17]3[S:18][C:19]([CH3:22])=[CH:20][N:21]=3)[CH:14]=2)[CH2:9]1)=O)(C)(C)C.Cl. (2) Given the product [Cl:1][C:2]1[N:11]=[CH:10][CH:9]=[C:8]2[C:3]=1[C:4]1[CH:16]=[C:15]([C:17]3[CH:18]=[N:19][N:20]([CH3:22])[CH:21]=3)[CH:14]=[CH:13][C:5]=1[C:6]([NH:23][C:24]1[CH:25]=[N:26][CH:27]=[CH:28][CH:29]=1)=[N:7]2, predict the reactants needed to synthesize it. The reactants are: [Cl:1][C:2]1[N:11]=[CH:10][CH:9]=[C:8]2[C:3]=1[C:4]1[CH:16]=[C:15]([C:17]3[CH:18]=[N:19][N:20]([CH3:22])[CH:21]=3)[CH:14]=[CH:13][C:5]=1[C:6](Cl)=[N:7]2.[NH2:23][C:24]1[CH:25]=[N:26][CH:27]=[CH:28][CH:29]=1.CC(C)([O-])C.[Na+].[Cl-].[NH4+]. (3) Given the product [C:6]([O:10][C:11]([N:13]1[CH2:18][CH2:17][N:16]([C:19]2[CH:24]=[CH:23][CH:22]=[C:21]3[C:20]=2[NH:29][C:1]([CH3:3])=[CH:2]3)[CH2:15][CH2:14]1)=[O:12])([CH3:9])([CH3:8])[CH3:7], predict the reactants needed to synthesize it. The reactants are: [C:1]([Mg]Br)([CH3:3])=[CH2:2].[C:6]([O:10][C:11]([N:13]1[CH2:18][CH2:17][N:16]([C:19]2[CH:24]=[CH:23][C:22]([N+]([O-])=O)=[CH:21][CH:20]=2)[CH2:15][CH2:14]1)=[O:12])([CH3:9])([CH3:8])[CH3:7].[Cl-].[NH4+:29]. (4) Given the product [CH2:20]([O:19][C:16](=[O:18])[CH2:17][O:8][C:5]1[CH:6]=[CH:7][C:2]([Br:1])=[CH:3][C:4]=1[CH3:9])[CH3:21], predict the reactants needed to synthesize it. The reactants are: [Br:1][C:2]1[CH:7]=[CH:6][C:5]([OH:8])=[C:4]([CH3:9])[CH:3]=1.C(=O)([O-])[O-].[K+].[K+].[C:16]([O:19][CH2:20][CH2:21]Br)(=[O:18])[CH3:17]. (5) Given the product [CH3:1][S:2]([C:3]1[CH:4]=[CH:5][C:6]([N+:9]([O-:11])=[O:10])=[CH:7][CH:8]=1)=[O:17], predict the reactants needed to synthesize it. The reactants are: [CH3:1][S:2][C:3]1[CH:8]=[CH:7][C:6]([N+:9]([O-:11])=[O:10])=[CH:5][CH:4]=1.ClC1C=C(C=CC=1)C(OO)=[O:17]. (6) Given the product [CH3:14][NH:13][C:11]1[S:12][C:8]([N:1]2[CH2:6][CH2:5][O:4][CH2:3][CH2:2]2)=[C:9]([C:15]2[CH:16]=[CH:17][C:18]([O:19][CH2:20][CH2:21][CH2:22][CH2:23][CH2:24][O:25][C:26]3[CH:27]=[CH:28][C:29]([C:30]#[N:31])=[CH:32][CH:33]=3)=[CH:34][CH:35]=2)[N:10]=1, predict the reactants needed to synthesize it. The reactants are: [NH:1]1[CH2:6][CH2:5][O:4][CH2:3][CH2:2]1.Br[C:8]1[S:12][C:11]([NH:13][CH3:14])=[N:10][C:9]=1[C:15]1[CH:35]=[CH:34][C:18]([O:19][CH2:20][CH2:21][CH2:22][CH2:23][CH2:24][O:25][C:26]2[CH:33]=[CH:32][C:29]([C:30]#[N:31])=[CH:28][CH:27]=2)=[CH:17][CH:16]=1. (7) Given the product [NH2:21][C:19]1[CH:18]=[CH:17][C:11]2[N:12]([CH2:15][CH3:16])[C:13](=[O:14])[CH:8]([CH2:1][C:2]3[CH:7]=[CH:6][CH:5]=[CH:4][CH:3]=3)[O:9][C:10]=2[CH:20]=1, predict the reactants needed to synthesize it. The reactants are: [CH2:1]([CH:8]1[C:13](=[O:14])[N:12]([CH2:15][CH3:16])[C:11]2[CH:17]=[CH:18][C:19]([N+:21]([O-])=O)=[CH:20][C:10]=2[O:9]1)[C:2]1[CH:7]=[CH:6][CH:5]=[CH:4][CH:3]=1.[H][H].